Task: Regression. Given a peptide amino acid sequence and an MHC pseudo amino acid sequence, predict their binding affinity value. This is MHC class I binding data.. Dataset: Peptide-MHC class I binding affinity with 185,985 pairs from IEDB/IMGT The peptide sequence is GYFTQTAGPW. The MHC is HLA-A24:02 with pseudo-sequence HLA-A24:02. The binding affinity (normalized) is 0.